From a dataset of Catalyst prediction with 721,799 reactions and 888 catalyst types from USPTO. Predict which catalyst facilitates the given reaction. The catalyst class is: 8. Product: [CH3:9][O:8][C:6]1[CH:7]=[C:2]([SH:23])[CH:3]=[CH:4][C:5]=1[N+:10]([O-:12])=[O:11]. Reactant: F[C:2]1[CH:3]=[CH:4][C:5]([N+:10]([O-:12])=[O:11])=[C:6]([O:8][CH3:9])[CH:7]=1.[S].O.O.O.O.O.O.O.O.O.[S-2:23].[Na+].[Na+].[OH-].[Na+].Cl.